This data is from Forward reaction prediction with 1.9M reactions from USPTO patents (1976-2016). The task is: Predict the product of the given reaction. (1) Given the reactants [CH2:1]([O:8][C:9]1[CH:14]=[C:13]([NH:15][C:16]2[N:21]=[C:20]([N:22]3[CH2:27][C@@H:26]([NH:28][C:29]([O:31][C:32]([CH3:35])([CH3:34])[CH3:33])=[O:30])[CH2:25][C@@H:24]([NH:36][C:37]([O:39][C:40]([CH3:43])([CH3:42])[CH3:41])=[O:38])[CH2:23]3)[N:19]=[C:18]([N:44]3[CH2:49][C@@H:48]([NH:50][C:51]([O:53][C:54]([CH3:57])([CH3:56])[CH3:55])=[O:52])[CH2:47][C@@H:46]([NH:58][C:59]([O:61][C:62]([CH3:65])([CH3:64])[CH3:63])=[O:60])[CH2:45]3)[N:17]=2)[CH:12]=[CH:11][C:10]=1[NH2:66])[C:2]1[CH:7]=[CH:6][CH:5]=[CH:4][CH:3]=1.[Cl:67][C:68]1[CH:79]=[CH:78][C:71]2[C:72](=O)[O:73]C(=O)[O:75][C:70]=2[CH:69]=1, predict the reaction product. The product is: [CH2:1]([O:8][C:9]1[CH:14]=[C:13]([NH:15][C:16]2[N:21]=[C:20]([N:22]3[CH2:27][C@@H:26]([NH:28][C:29]([O:31][C:32]([CH3:33])([CH3:34])[CH3:35])=[O:30])[CH2:25][C@@H:24]([NH:36][C:37]([O:39][C:40]([CH3:43])([CH3:42])[CH3:41])=[O:38])[CH2:23]3)[N:19]=[C:18]([N:44]3[CH2:45][C@@H:46]([NH:58][C:59]([O:61][C:62]([CH3:65])([CH3:64])[CH3:63])=[O:60])[CH2:47][C@@H:48]([NH:50][C:51]([O:53][C:54]([CH3:57])([CH3:56])[CH3:55])=[O:52])[CH2:49]3)[N:17]=2)[CH:12]=[CH:11][C:10]=1[NH:66][C:72](=[O:73])[C:71]1[CH:78]=[CH:79][C:68]([Cl:67])=[CH:69][C:70]=1[OH:75])[C:2]1[CH:3]=[CH:4][CH:5]=[CH:6][CH:7]=1. (2) Given the reactants [CH2:1]([N:8]1[CH2:13][CH2:12][O:11][CH:10]([C:14]2[CH:19]=[CH:18][C:17](Br)=[CH:16][CH:15]=2)[CH2:9]1)[C:2]1[CH:7]=[CH:6][CH:5]=[CH:4][CH:3]=1.C([Li])CCC.CON(C)[C:29](=[O:40])[C:30]1[CH:35]=[CH:34][CH:33]=[C:32]([C:36]([F:39])([F:38])[F:37])[CH:31]=1, predict the reaction product. The product is: [CH2:1]([N:8]1[CH2:13][CH2:12][O:11][CH:10]([C:14]2[CH:19]=[CH:18][C:17]([C:29]([C:30]3[CH:35]=[CH:34][CH:33]=[C:32]([C:36]([F:37])([F:38])[F:39])[CH:31]=3)=[O:40])=[CH:16][CH:15]=2)[CH2:9]1)[C:2]1[CH:7]=[CH:6][CH:5]=[CH:4][CH:3]=1. (3) Given the reactants [CH2:1](OC1C=CC=CC=1Br)[CH2:2][CH2:3][CH2:4][CH2:5][CH2:6][CH2:7][CH2:8][CH2:9][CH2:10][CH2:11][CH2:12][CH2:13][CH2:14][CH2:15][CH2:16][CH2:17][CH3:18].[Mg].[C:28]([C:36]1[CH:41]=[CH:40][CH:39]=[CH:38][CH:37]=1)(=[O:35])[C:29]1[CH:34]=[CH:33][CH:32]=[CH:31][CH:30]=1.Cl, predict the reaction product. The product is: [CH2:1]([O:35][C:28]([C:29]1[CH:34]=[CH:33][CH:32]=[CH:31][CH:30]=1)([C:36]1[CH:41]=[CH:40][CH:39]=[CH:38][CH:37]=1)[C:29]1[CH:34]=[CH:33][CH:32]=[CH:31][CH:30]=1)[CH2:2][CH2:3][CH2:4][CH2:5][CH2:6][CH2:7][CH2:8][CH2:9][CH2:10][CH2:11][CH2:12][CH2:13][CH2:14][CH2:15][CH2:16][CH2:17][CH3:18].